Dataset: Full USPTO retrosynthesis dataset with 1.9M reactions from patents (1976-2016). Task: Predict the reactants needed to synthesize the given product. (1) Given the product [C:27]([O:26][CH2:25][CH2:24][O:23][C:22]1[CH:30]=[C:31]([F:35])[C:32]([C@@H:33]2[C:8]3[NH:9][C:10]4[C:15]([C:7]=3[CH2:6][C@@H:5]([CH3:16])[N:4]2[CH2:3][C:2]([F:1])([CH3:17])[CH3:18])=[CH:14][CH:13]=[CH:12][CH:11]=4)=[C:20]([F:19])[CH:21]=1)(=[O:29])[CH3:28], predict the reactants needed to synthesize it. The reactants are: [F:1][C:2]([CH3:18])([CH3:17])[CH2:3][NH:4][C@H:5]([CH3:16])[CH2:6][C:7]1[C:15]2[C:10](=[CH:11][CH:12]=[CH:13][CH:14]=2)[NH:9][CH:8]=1.[F:19][C:20]1[CH:21]=[C:22]([CH:30]=[C:31]([F:35])[C:32]=1[CH:33]=O)[O:23][CH2:24][CH2:25][O:26][C:27](=[O:29])[CH3:28].C(O)(=O)C. (2) Given the product [CH3:1][O:2][C:3](=[O:26])[CH:4]([C:9]1[CH:10]=[C:11]([C:16]2[CH:17]=[CH:18][C:19]([C:22]([F:23])([F:25])[F:24])=[CH:20][CH:21]=2)[CH:12]=[C:13]([O:15][C:31]2[CH:32]=[CH:33][C:28]([F:27])=[CH:29][CH:30]=2)[CH:14]=1)[CH2:5][CH:6]([CH3:8])[CH3:7], predict the reactants needed to synthesize it. The reactants are: [CH3:1][O:2][C:3](=[O:26])[CH:4]([C:9]1[CH:10]=[C:11]([C:16]2[CH:21]=[CH:20][C:19]([C:22]([F:25])([F:24])[F:23])=[CH:18][CH:17]=2)[CH:12]=[C:13]([OH:15])[CH:14]=1)[CH2:5][CH:6]([CH3:8])[CH3:7].[F:27][C:28]1[CH:33]=[CH:32][C:31](B(O)O)=[CH:30][CH:29]=1. (3) Given the product [Cl:1][C:2]1[CH:3]=[C:4]([CH:25]=[CH:26][C:27]=1[Cl:28])[CH2:5][N:6]1[CH2:11][CH2:10][O:9][C@@H:8]([CH2:12][NH:13][C:14](=[O:24])[CH2:15][S:16][C:17]2[S:18][CH:19]=[C:20]([CH:22]=[O:23])[N:21]=2)[CH2:7]1, predict the reactants needed to synthesize it. The reactants are: [Cl:1][C:2]1[CH:3]=[C:4]([CH:25]=[CH:26][C:27]=1[Cl:28])[CH2:5][N:6]1[CH2:11][CH2:10][O:9][C@@H:8]([CH2:12][NH:13][C:14](=[O:24])[CH2:15][S:16][C:17]2[S:18][CH:19]=[C:20]([CH2:22][OH:23])[N:21]=2)[CH2:7]1.S([O-])([O-])(=O)=O.[Mg+2]. (4) Given the product [Cl:1][C:2]1[CH:11]=[CH:10][CH:9]=[C:8]2[C:3]=1[CH:4]=[C:5]([CH:18]([NH:20][C:22]1[N:30]=[CH:29][N:28]=[C:27]3[C:23]=1[N:24]=[CH:25][NH:26]3)[CH3:19])[C:6]([C:12]1[CH:17]=[CH:16][CH:15]=[CH:14][N:13]=1)=[N:7]2, predict the reactants needed to synthesize it. The reactants are: [Cl:1][C:2]1[CH:11]=[CH:10][CH:9]=[C:8]2[C:3]=1[CH:4]=[C:5]([CH:18]([NH2:20])[CH3:19])[C:6]([C:12]1[CH:17]=[CH:16][CH:15]=[CH:14][N:13]=1)=[N:7]2.Br[C:22]1[N:30]=[CH:29][N:28]=[C:27]2[C:23]=1[NH:24][CH:25]=[N:26]2.CCN(C(C)C)C(C)C.